Dataset: Experimentally validated miRNA-target interactions with 360,000+ pairs, plus equal number of negative samples. Task: Binary Classification. Given a miRNA mature sequence and a target amino acid sequence, predict their likelihood of interaction. (1) The miRNA is hsa-miR-5090 with sequence CCGGGGCAGAUUGGUGUAGGGUG. The protein sequence of the target gene is MSTKNFRVSDGDWICPDKKCGNVNFARRTSCNRCGREKTTEAKMMKAGGTEIGKTLAEKSRGLFSANDWQCKTCSNVNWARRSECNMCNTPKYAKLEERTGYGGGFNERENVEYIEREESDGEYDEFGRKKKKYRGKAVGPASILKEVEDKESEGEEEDEDEDLSKYKLDEDEDEDDADLSKYNLDASEEEDSNKKKSNRRSRSKSRSSHSRSSSRSSSPSSSRSRSRSRSRSSSSSQSRSRSSSRERSRSRGSKSRSSSRSHRGSSSPRKRSYSSSSSSPERNRKRSRSRSSSSGDRKK.... Result: 1 (interaction). (2) The miRNA is hsa-miR-302a-5p with sequence ACUUAAACGUGGAUGUACUUGCU. The protein sequence of the target gene is MSSDFEGYEQDFAVLTAEITSKIARVPRLPPDEKKQMVANVEKQLEEAKELLEQMDLEVREIPPQSRGMYSNRMRSYKQEMGKLETDFKRSRIAYSDEVRNELLGDDGNSSENQRAHLLDNTERLERSSRRLEAGYQIAVETEQIGQEMLENLSHDREKIQRARERLRETDANLGKSSRILTGMLRRIIQNRILLVILGIIVVITILMAITFSVRRH. Result: 1 (interaction). (3) The miRNA is hsa-miR-6513-5p with sequence UUUGGGAUUGACGCCACAUGUCU. The protein sequence of the target gene is MHKEEHEVAVLGPPPSTILPRSTVINIHSETSVPDHVVWSLFNTLFLNWCCLGFIAFAYSVKSRDRKMVGDVTGAQAYASTAKCLNIWALILGILMTIGFILLLVFGSVTVYHIMLQIIQEKRGY. Result: 0 (no interaction). (4) The miRNA is hsa-miR-6512-3p with sequence UUCCAGCCCUUCUAAUGGUAGG. The protein sequence of the target gene is MPPRKKRRQPSQKAPLLFHQQPLEGPKHSCASTQLPITHTRQVPSKPIDHSTITSWVSPDFDTAAGSLFPAYQKHQNRARHSSRKPTTSKFPHLTFESPQSSSSETLGIPLIRECPSESEKDVSRRPLVPVLSPQSCGNMSVQALQSLPYVFIPPDIQTPESSSVKEELIPQDQKENSLLSCTLHTGTPNSPEPGPVLVKDTPEDKYGIKVTWRRRQHLLAYLRERGKLSRSQFLVKS. Result: 1 (interaction). (5) The miRNA is hsa-miR-374a-5p with sequence UUAUAAUACAACCUGAUAAGUG. The protein sequence of the target gene is MKQRKGQGPGGGRGRKKRGLSDISPSTSLPPLVEGQLRCFLKLTINKVVWKIAKPPTSVLVRVRWWGETSDGTLFCPRDALQTEPKAVRTTTRYGIRCGPKQFTSYLTDMAVLVLEVITKFDHLPVGRVQISGLAQLSPTHQINGFFTIVSPASKKLGELQVSLALEPLSETYDSYKPLPATEVTKNVLLSERELRENTESSNTQSMIPSRSCRGPAIKIDGKELAGHSSRSTTPRGKDHLYFAENSDAVKGSLCGLQQHLNQGTNVETITLRGKAPQKQLSLLNSSEFQPQISTVAKSH.... Result: 0 (no interaction).